Task: Regression. Given two drug SMILES strings and cell line genomic features, predict the synergy score measuring deviation from expected non-interaction effect.. Dataset: NCI-60 drug combinations with 297,098 pairs across 59 cell lines (1) Drug 1: CC1=CC=C(C=C1)C2=CC(=NN2C3=CC=C(C=C3)S(=O)(=O)N)C(F)(F)F. Drug 2: C1CN1C2=NC(=NC(=N2)N3CC3)N4CC4. Cell line: RXF 393. Synergy scores: CSS=11.0, Synergy_ZIP=-1.98, Synergy_Bliss=-0.321, Synergy_Loewe=-17.4, Synergy_HSA=-2.78. (2) Drug 1: CC=C1C(=O)NC(C(=O)OC2CC(=O)NC(C(=O)NC(CSSCCC=C2)C(=O)N1)C(C)C)C(C)C. Drug 2: CCC1=C2CN3C(=CC4=C(C3=O)COC(=O)C4(CC)O)C2=NC5=C1C=C(C=C5)O. Cell line: OVCAR-8. Synergy scores: CSS=59.1, Synergy_ZIP=-2.05, Synergy_Bliss=-0.326, Synergy_Loewe=-21.3, Synergy_HSA=1.48. (3) Drug 1: CC1=C(C(=CC=C1)Cl)NC(=O)C2=CN=C(S2)NC3=CC(=NC(=N3)C)N4CCN(CC4)CCO. Drug 2: CC1C(C(CC(O1)OC2CC(CC3=C2C(=C4C(=C3O)C(=O)C5=CC=CC=C5C4=O)O)(C(=O)C)O)N)O. Cell line: CAKI-1. Synergy scores: CSS=61.5, Synergy_ZIP=6.91, Synergy_Bliss=6.85, Synergy_Loewe=9.57, Synergy_HSA=11.0. (4) Drug 1: C1=CC=C(C=C1)NC(=O)CCCCCCC(=O)NO. Drug 2: CCC1=C2CN3C(=CC4=C(C3=O)COC(=O)C4(CC)O)C2=NC5=C1C=C(C=C5)O. Cell line: HT29. Synergy scores: CSS=78.7, Synergy_ZIP=4.62, Synergy_Bliss=4.76, Synergy_Loewe=0.988, Synergy_HSA=8.19.